From a dataset of Full USPTO retrosynthesis dataset with 1.9M reactions from patents (1976-2016). Predict the reactants needed to synthesize the given product. (1) Given the product [C:1]([NH:7][C@H:8]([C:9]([OH:11])=[O:10])[CH2:14][C:15]1[CH:16]=[CH:17][CH:18]=[CH:19][CH:20]=1)(=[O:6])[CH2:2][CH2:3][CH2:4][CH3:5], predict the reactants needed to synthesize it. The reactants are: [C:1]([NH:7][C@@H:8]([CH2:14][C:15]1[CH:20]=[CH:19][CH:18]=[CH:17][CH:16]=1)[C:9]([O:11]CC)=[O:10])(=[O:6])[CH2:2][CH2:3][CH2:4][CH3:5].[OH-].[Na+]. (2) Given the product [CH2:1]([O:5][CH2:6][CH2:7][O:8][C:9]1[CH:10]=[CH:11][C:12]([C:15]2[CH:16]=[CH:17][C:18]3[N:24]([CH2:25][CH2:26][CH3:27])[CH2:23][CH2:22][C:21]([C:28]([NH:30][C:31]4[CH:32]=[CH:33][C:34]([S:37]([CH2:38][C:39]5[CH:40]=[N:41][CH:42]=[CH:43][CH:44]=5)=[O:54])=[CH:35][CH:36]=4)=[O:29])=[CH:20][C:19]=3[CH:45]=2)=[CH:13][CH:14]=1)[CH2:2][CH2:3][CH3:4], predict the reactants needed to synthesize it. The reactants are: [CH2:1]([O:5][CH2:6][CH2:7][O:8][C:9]1[CH:14]=[CH:13][C:12]([C:15]2[CH:16]=[CH:17][C:18]3[N:24]([CH2:25][CH2:26][CH3:27])[CH2:23][CH2:22][C:21]([C:28]([NH:30][C:31]4[CH:36]=[CH:35][C:34]([S:37][CH2:38][C:39]5[CH:40]=[N:41][CH:42]=[CH:43][CH:44]=5)=[CH:33][CH:32]=4)=[O:29])=[CH:20][C:19]=3[CH:45]=2)=[CH:11][CH:10]=1)[CH2:2][CH2:3][CH3:4].ClC1C=CC=C(C(OO)=[O:54])C=1.S([O-])([O-])(=O)=S.[Na+].[Na+]. (3) Given the product [NH2:18][C@@H:19]([C:97]([CH3:98])([CH3:100])[CH3:99])[C:20]([N:22]1[C@H:31]([C:32]([N:34]([CH2:45][C:46]2[CH:47]=[C:48]3[C:52](=[CH:53][CH:54]=2)[N:51]([C:55]([NH:57][C@@H:58]2[CH2:62][N:61]([C:63](=[O:83])[C@@H:64]([NH:69][C:70](=[O:82])[C@@H:71]([N:73]([CH3:81])[C:74](=[O:80])[O:75][C:76]([CH3:79])([CH3:78])[CH3:77])[CH3:72])[C:65]([CH3:68])([CH3:67])[CH3:66])[C@H:60]([C:84](=[O:96])[NH:85][C@H:86]4[C:95]5[C:90](=[CH:91][CH:92]=[CH:93][CH:94]=5)[CH2:89][CH2:88][CH2:87]4)[CH2:59]2)=[O:56])[CH:50]=[CH:49]3)[C@@H:35]([C:39]2[CH:44]=[CH:43][CH:42]=[CH:41][CH:40]=2)[CH2:36][O:37][CH3:38])=[O:33])[CH2:30][C:29]2[C:24](=[CH:25][CH:26]=[CH:27][CH:28]=2)[CH2:23]1)=[O:21], predict the reactants needed to synthesize it. The reactants are: C1C2C(COC([NH:18][C@@H:19]([C:97]([CH3:100])([CH3:99])[CH3:98])[C:20]([N:22]3[C@H:31]([C:32]([N:34]([CH2:45][C:46]4[CH:47]=[C:48]5[C:52](=[CH:53][CH:54]=4)[N:51]([C:55]([NH:57][C@@H:58]4[CH2:62][N:61]([C:63](=[O:83])[C@@H:64]([NH:69][C:70](=[O:82])[C@@H:71]([N:73]([CH3:81])[C:74](=[O:80])[O:75][C:76]([CH3:79])([CH3:78])[CH3:77])[CH3:72])[C:65]([CH3:68])([CH3:67])[CH3:66])[C@H:60]([C:84](=[O:96])[NH:85][C@H:86]6[C:95]7[C:90](=[CH:91][CH:92]=[CH:93][CH:94]=7)[CH2:89][CH2:88][CH2:87]6)[CH2:59]4)=[O:56])[CH:50]=[CH:49]5)[C@@H:35]([C:39]4[CH:44]=[CH:43][CH:42]=[CH:41][CH:40]=4)[CH2:36][O:37][CH3:38])=[O:33])[CH2:30][C:29]4[C:24](=[CH:25][CH:26]=[CH:27][CH:28]=4)[CH2:23]3)=[O:21])=O)C3C(=CC=CC=3)C=2C=CC=1.N1CCCCC1.